Dataset: Reaction yield outcomes from USPTO patents with 853,638 reactions. Task: Predict the reaction yield, written as a fraction of the theoretical maximum amount of product (1.0 means a 100% yield; for example, 0.34 means a 34% yield). (1) The reactants are I[C:2]1[S:6][C:5]([C:7]2[CH:16]=[C:15]3[C:10]([CH2:11][CH2:12][NH:13][C:14]3=[O:17])=[CH:9][CH:8]=2)=[CH:4][CH:3]=1.CC1(C)C(C)(C)OB([C:26]2[CH:27]=[C:28]([NH:32][C:33](=[O:39])[O:34][C:35]([CH3:38])([CH3:37])[CH3:36])[CH:29]=[N:30][CH:31]=2)O1. No catalyst specified. The product is [O:17]=[C:14]1[C:15]2[C:10](=[CH:9][CH:8]=[C:7]([C:5]3[S:6][C:2]([C:26]4[CH:27]=[C:28]([NH:32][C:33](=[O:39])[O:34][C:35]([CH3:37])([CH3:36])[CH3:38])[CH:29]=[N:30][CH:31]=4)=[CH:3][CH:4]=3)[CH:16]=2)[CH2:11][CH2:12][NH:13]1. The yield is 0.880. (2) The reactants are [Cl:1][C:2]1[CH:7]=[CH:6][CH:5]=[C:4]([Cl:8])[C:3]=1[C:9]1[C:10]([OH:16])=[CH:11][CH:12]=[C:13]([F:15])[CH:14]=1.[CH2:17](Br)[CH:18]=[CH2:19].C(=O)([O-])[O-].[K+].[K+].O. The catalyst is CN(C=O)C. The product is [CH2:19]([O:16][C:10]1[CH:11]=[CH:12][C:13]([F:15])=[CH:14][C:9]=1[C:3]1[C:2]([Cl:1])=[CH:7][CH:6]=[CH:5][C:4]=1[Cl:8])[CH:18]=[CH2:17]. The yield is 0.940. (3) The reactants are Br[CH2:2][CH2:3][C:4]1[CH:5]=[C:6]([Br:10])[CH:7]=[CH:8][CH:9]=1.[C:11]([O:15][C:16]([N:18]1[CH2:23][CH2:22][NH:21][CH2:20][CH2:19]1)=[O:17])([CH3:14])([CH3:13])[CH3:12].C(=O)([O-])[O-].[K+].[K+].C(#N)C. The catalyst is C(OCC)(=O)C. The product is [C:11]([O:15][C:16]([N:18]1[CH2:23][CH2:22][N:21]([CH2:2][CH2:3][C:4]2[CH:5]=[C:6]([Br:10])[CH:7]=[CH:8][CH:9]=2)[CH2:20][CH2:19]1)=[O:17])([CH3:14])([CH3:12])[CH3:13]. The yield is 0.920. (4) The reactants are [C:1]([C:3]1[CH:10]=[CH:9][C:6]([CH2:7][NH2:8])=[CH:5][CH:4]=1)#[N:2].C(N(CC)C(C)C)(C)C.[CH:20]([C:22]1[CH:30]=[CH:29][C:25]([C:26](Cl)=[O:27])=[CH:24][CH:23]=1)=[O:21]. The catalyst is CN(C)C1C=CN=CC=1. The product is [C:1]([C:3]1[CH:10]=[CH:9][C:6]([CH2:7][NH:8][C:26](=[O:27])[C:25]2[CH:29]=[CH:30][C:22]([CH:20]=[O:21])=[CH:23][CH:24]=2)=[CH:5][CH:4]=1)#[N:2]. The yield is 0.560. (5) The reactants are [Cl:1][C:2]1[C:7](=[O:8])[N:6]([C:9]2[CH:10]=[C:11]([CH:15]=[CH:16][C:17]=2[CH3:18])[C:12](O)=[O:13])[CH:5]=[N:4][C:3]=1[O:19][CH2:20][C:21]1[CH:26]=[CH:25][C:24]([F:27])=[CH:23][C:22]=1[F:28].ClC(OCC(C)C)=O.CN1CCOCC1.Cl.[NH2:45][CH2:46][C:47]([NH2:49])=[O:48]. The product is [Cl:1][C:2]1[C:7](=[O:8])[N:6]([C:9]2[CH:10]=[C:11]([CH:15]=[CH:16][C:17]=2[CH3:18])[C:12]([NH:45][CH2:46][C:47]([NH2:49])=[O:48])=[O:13])[CH:5]=[N:4][C:3]=1[O:19][CH2:20][C:21]1[CH:26]=[CH:25][C:24]([F:27])=[CH:23][C:22]=1[F:28]. The yield is 0.270. The catalyst is CC(N(C)C)=O.CN(C1C=CN=CC=1)C. (6) The reactants are CO[C:3]1[CH:4]=[C:5]([N:9]2[C:21]3[CH:20]=[CH:19][C:18]([Br:22])=[CH:17][C:16]=3[C:15]3[C:10]2=[CH:11][CH:12]=[C:13](Br)[CH:14]=3)[CH:6]=[CH:7][CH:8]=1.C([Li])CCC.Cl[Si:30]([C:43]1[CH:48]=[CH:47][CH:46]=[CH:45][CH:44]=1)([C:37]1[CH:42]=[CH:41][CH:40]=[CH:39][CH:38]=1)[C:31]1[CH:36]=[CH:35][CH:34]=[CH:33][CH:32]=1.[Cl-].[NH4+]. The catalyst is C1COCC1. The product is [Br:22][C:18]1[CH:19]=[CH:20][C:21]2[N:9]([C:10]3[CH:15]=[CH:14][CH:13]=[CH:12][CH:11]=3)[C:5]3[C:6]([C:16]=2[CH:17]=1)=[CH:7][C:8]([Si:30]([C:37]1[CH:38]=[CH:39][CH:40]=[CH:41][CH:42]=1)([C:43]1[CH:48]=[CH:47][CH:46]=[CH:45][CH:44]=1)[C:31]1[CH:32]=[CH:33][CH:34]=[CH:35][CH:36]=1)=[CH:3][CH:4]=3. The yield is 0.740. (7) The reactants are [CH:1]1([C:4]2[N:8]([CH2:9][C:10]3[C:15]([F:16])=[CH:14][C:13]([O:17][CH2:18][CH3:19])=[CH:12][C:11]=3[F:20])[N:7]=[C:6]([C:21](OCC)=O)[C:5]=2[CH3:26])[CH2:3][CH2:2]1.Cl.Cl.[C:29](=[NH:35])([NH2:34])[CH2:30][C:31](=[NH:33])[NH2:32].C[O-].[Na+]. The catalyst is CO. The product is [CH:1]1([C:4]2[N:8]([CH2:9][C:10]3[C:11]([F:20])=[CH:12][C:13]([O:17][CH2:18][CH3:19])=[CH:14][C:15]=3[F:16])[N:7]=[C:6]([C:21]3[N:34]=[C:29]([NH2:35])[CH:30]=[C:31]([NH2:33])[N:32]=3)[C:5]=2[CH3:26])[CH2:2][CH2:3]1. The yield is 0.453.